Dataset: Full USPTO retrosynthesis dataset with 1.9M reactions from patents (1976-2016). Task: Predict the reactants needed to synthesize the given product. (1) Given the product [CH3:1][O:2][C:3](=[O:21])[C:4]([CH3:6])([NH:7][C:8]([C:10]1[CH:19]=[CH:18][C:17]2[CH2:16][CH2:15][CH2:14][CH2:13][C:12]=2[C:11]=1[O:20][CH2:29][CH2:30][C:31]1[CH:36]=[CH:35][CH:34]=[CH:33][CH:32]=1)=[O:9])[CH3:5], predict the reactants needed to synthesize it. The reactants are: [CH3:1][O:2][C:3](=[O:21])[C:4]([NH:7][C:8]([C:10]1[CH:19]=[CH:18][C:17]2[CH2:16][CH2:15][CH2:14][CH2:13][C:12]=2[C:11]=1[OH:20])=[O:9])([CH3:6])[CH3:5].C(=O)([O-])[O-].[Cs+].[Cs+].Br[CH2:29][CH2:30][C:31]1[CH:36]=[CH:35][CH:34]=[CH:33][CH:32]=1.[I-].[Na+]. (2) Given the product [F:1][C:2]1[C:10]2[O:9][CH:8]([CH3:11])[CH2:7][C:6]=2[C:5]([N:12]2[CH2:16][CH2:15][C@H:14]([NH2:17])[CH2:13]2)=[CH:4][CH:3]=1, predict the reactants needed to synthesize it. The reactants are: [F:1][C:2]1[C:10]2[O:9][CH:8]([CH3:11])[CH2:7][C:6]=2[C:5]([N:12]2[CH2:16][CH2:15][C@H:14]([NH:17]C(=O)OC(C)(C)C)[CH2:13]2)=[CH:4][CH:3]=1.Cl. (3) Given the product [F:13][CH:14]([F:17])[CH2:15][O:16][C:2]1[N:7]=[CH:6][C:5]([C:8](=[O:10])[CH3:9])=[CH:4][C:3]=1[O:11][CH3:12], predict the reactants needed to synthesize it. The reactants are: Cl[C:2]1[N:7]=[CH:6][C:5]([C:8](=[O:10])[CH3:9])=[CH:4][C:3]=1[O:11][CH3:12].[F:13][CH:14]([F:17])[CH2:15][OH:16]. (4) Given the product [CH2:1]([O:8][C:9]1[C:10]([O:23][CH3:24])=[CH:11][C:12]([C:17]2[N:21]=[C:20]([CH3:22])[O:19][N:18]=2)=[C:13]([CH:14]([C:25]2[CH:30]=[CH:29][CH:28]=[CH:27][CH:26]=2)[OH:15])[CH:16]=1)[C:2]1[CH:3]=[CH:4][CH:5]=[CH:6][CH:7]=1, predict the reactants needed to synthesize it. The reactants are: [CH2:1]([O:8][C:9]1[C:10]([O:23][CH3:24])=[CH:11][C:12]([C:17]2[N:21]=[C:20]([CH3:22])[O:19][N:18]=2)=[C:13]([CH:16]=1)[CH:14]=[O:15])[C:2]1[CH:7]=[CH:6][CH:5]=[CH:4][CH:3]=1.[C:25]1([Mg]Br)[CH:30]=[CH:29][CH:28]=[CH:27][CH:26]=1.[Cl-].[NH4+].Cl. (5) Given the product [CH2:1]([O:8][C:9]1[CH:14]=[C:13]([OH:15])[CH:12]=[CH:11][C:10]=1[N:23]1[S:27](=[O:28])(=[O:29])[N:26]([CH2:30][CH2:31][Si:32]([CH3:34])([CH3:33])[CH3:35])[C:25](=[O:36])[CH2:24]1)[C:2]1[CH:3]=[CH:4][CH:5]=[CH:6][CH:7]=1, predict the reactants needed to synthesize it. The reactants are: [CH2:1]([O:8][C:9]1[CH:14]=[C:13]([O:15][Si](C(C)(C)C)(C)C)[CH:12]=[CH:11][C:10]=1[N:23]1[S:27](=[O:29])(=[O:28])[N:26]([CH2:30][CH2:31][Si:32]([CH3:35])([CH3:34])[CH3:33])[C:25](=[O:36])[CH2:24]1)[C:2]1[CH:7]=[CH:6][CH:5]=[CH:4][CH:3]=1.Cl. (6) Given the product [CH3:5][C:2]([C:6]1[CH:11]=[CH:10][C:9]([N+:12]([O-:14])=[O:13])=[CH:8][C:7]=1[C:15]1[CH:16]=[N:17][CH:18]=[CH:19][CH:20]=1)([CH3:1])[CH2:3][NH:4][C:21](=[O:23])[CH3:22], predict the reactants needed to synthesize it. The reactants are: [CH3:1][C:2]([C:6]1[CH:11]=[CH:10][C:9]([N+:12]([O-:14])=[O:13])=[CH:8][C:7]=1[C:15]1[CH:16]=[N:17][CH:18]=[CH:19][CH:20]=1)([CH3:5])[CH2:3][NH2:4].[C:21](Cl)(=[O:23])[CH3:22].C(N(CC)CC)C. (7) Given the product [F:23][C:19]1[CH:18]=[C:17]([CH:12]2[N:11]([C:8]3[CH:9]=[CH:10][C:5]4[N:6]([C:2]([C:32]5[CH:40]=[C:39]6[C:35]([CH2:36][C:37](=[O:41])[NH:38]6)=[CH:34][CH:33]=5)=[CH:3][N:4]=4)[N:7]=3)[CH2:16][CH2:15][O:14][CH2:13]2)[CH:22]=[CH:21][CH:20]=1, predict the reactants needed to synthesize it. The reactants are: Br[C:2]1[N:6]2[N:7]=[C:8]([N:11]3[CH2:16][CH2:15][O:14][CH2:13][CH:12]3[C:17]3[CH:22]=[CH:21][CH:20]=[C:19]([F:23])[CH:18]=3)[CH:9]=[CH:10][C:5]2=[N:4][CH:3]=1.CC1(C)C(C)(C)OB([C:32]2[CH:40]=[C:39]3[C:35]([CH2:36][C:37](=[O:41])[NH:38]3)=[CH:34][CH:33]=2)O1.